This data is from TCR-epitope binding with 47,182 pairs between 192 epitopes and 23,139 TCRs. The task is: Binary Classification. Given a T-cell receptor sequence (or CDR3 region) and an epitope sequence, predict whether binding occurs between them. The epitope is GILGFVFTL. The TCR CDR3 sequence is CASSWKGQTYGYTF. Result: 0 (the TCR does not bind to the epitope).